Dataset: Forward reaction prediction with 1.9M reactions from USPTO patents (1976-2016). Task: Predict the product of the given reaction. Given the reactants [CH:1]([O-])([O-])OC.[CH3:6][C:7]1([CH3:15])[O:14][C:12](=[O:13])[CH2:11][C:9](=[O:10])[O:8]1.[OH:16][C:17]1[CH:18]=[C:19]([CH:21]=[CH:22][C:23]=1[O:24][CH3:25])[NH2:20], predict the reaction product. The product is: [OH:16][C:17]1[CH:18]=[C:19]([NH:20][CH:1]=[C:11]2[C:12](=[O:13])[O:14][C:7]([CH3:15])([CH3:6])[O:8][C:9]2=[O:10])[CH:21]=[CH:22][C:23]=1[O:24][CH3:25].